This data is from PAMPA (Parallel Artificial Membrane Permeability Assay) permeability data from NCATS. The task is: Regression/Classification. Given a drug SMILES string, predict its absorption, distribution, metabolism, or excretion properties. Task type varies by dataset: regression for continuous measurements (e.g., permeability, clearance, half-life) or binary classification for categorical outcomes (e.g., BBB penetration, CYP inhibition). Dataset: pampa_ncats. (1) The molecule is COC1=CC(=C(C=C1)OC)C2=NN=C3N2N=C(C=C3)C4=CC(=C(C=C4)OC)O[C@@H]5CCOC5. The result is 1 (high permeability). (2) The compound is CC1=C(C=C(C=C1)C2=NC3=CC=CC=C3C(=C2)C(=O)NC4=CC=C(C=C4)S(=O)(=O)N(C)CC5=NC=CS5)C. The result is 0 (low-to-moderate permeability). (3) The molecule is CN1C2=CC=CC=C2N=C(C1=O)C(=O)NC3=CC(=C(C(=C3)OC)OC)OC. The result is 1 (high permeability).